Task: Predict the reactants needed to synthesize the given product.. Dataset: Full USPTO retrosynthesis dataset with 1.9M reactions from patents (1976-2016) (1) Given the product [Cl:1][C:2]1[CH:3]=[C:4]([O:10][CH3:11])[C:5]([F:9])=[C:6]([S:8][CH2:24][C:25](=[O:31])[CH2:26][C:27]([O:29][CH3:30])=[O:28])[CH:7]=1, predict the reactants needed to synthesize it. The reactants are: [Cl:1][C:2]1[CH:3]=[C:4]([O:10][CH3:11])[C:5]([F:9])=[C:6]([SH:8])[CH:7]=1.CN(C=O)C.C([O-])([O-])=O.[K+].[K+].Cl[CH2:24][C:25](=[O:31])[CH2:26][C:27]([O:29][CH3:30])=[O:28]. (2) Given the product [Cl:1][C:2]1[CH:3]=[CH:4][C:5]([CH2:6][N:7]2[C:15]3[C:10](=[CH:11][CH:12]=[CH:13][CH:14]=3)[CH:9]=[C:8]2[C:16]([N:18]2[CH2:19][CH2:20][CH:21]([C:24]([N:41]3[CH2:47][CH2:48][CH2:49][CH2:44][CH2:45]3)=[O:25])[CH2:22][CH2:23]2)=[O:17])=[CH:27][CH:28]=1, predict the reactants needed to synthesize it. The reactants are: [Cl:1][C:2]1[CH:28]=[CH:27][C:5]([CH2:6][N:7]2[C:15]3[C:10](=[CH:11][CH:12]=[CH:13][CH:14]=3)[CH:9]=[C:8]2[C:16]([N:18]2[CH2:23][CH2:22][CH:21]([C:24](O)=[O:25])[CH2:20][CH2:19]2)=[O:17])=[CH:4][CH:3]=1.C(N=C=NCCCN(C)C)C.O[N:41]1[C:45]2C=[CH:47][CH:48]=[CH:49][C:44]=2N=N1.C(N(CC)C(C)C)(C)C.N1CCCCC1.